Dataset: Peptide-MHC class I binding affinity with 185,985 pairs from IEDB/IMGT. Task: Regression. Given a peptide amino acid sequence and an MHC pseudo amino acid sequence, predict their binding affinity value. This is MHC class I binding data. (1) The peptide sequence is RLPSETFPNV. The MHC is HLA-A02:06 with pseudo-sequence HLA-A02:06. The binding affinity (normalized) is 1.00. (2) The peptide sequence is QPAFMVASF. The MHC is HLA-B51:01 with pseudo-sequence HLA-B51:01. The binding affinity (normalized) is 0.0847. (3) The peptide sequence is VLLISDPGL. The MHC is HLA-A02:12 with pseudo-sequence HLA-A02:12. The binding affinity (normalized) is 0.0847.